Predict which catalyst facilitates the given reaction. From a dataset of Catalyst prediction with 721,799 reactions and 888 catalyst types from USPTO. (1) Reactant: [CH2:1]([N:8]([CH2:13][C:14]([OH:16])=O)[CH2:9][C:10]([OH:12])=O)[C:2]1[CH:7]=[CH:6][CH:5]=[CH:4][CH:3]=1.C(OC(=O)C)(=O)C.[CH:24]1[CH:29]=[CH:28][C:27]([CH2:30][CH2:31][NH2:32])=[CH:26][CH:25]=1.C(N(C(C)C)CC)(C)C. Product: [CH2:1]([N:8]1[CH2:9][C:10](=[O:12])[N:32]([CH2:31][CH2:30][C:27]2[CH:28]=[CH:29][CH:24]=[CH:25][CH:26]=2)[C:14](=[O:16])[CH2:13]1)[C:2]1[CH:3]=[CH:4][CH:5]=[CH:6][CH:7]=1. The catalyst class is: 21. (2) Reactant: C(O[BH-](O[C:11](=[O:13])[CH3:12])OC(=O)C)(=O)C.[Na+].Cl.FC1(F)C(C)CC[NH:19]C1.CC([C:43]1[CH:48]=[C:47]([C:49]([F:52])([F:51])[F:50])[CH:46]=[C:45](C(F)(F)F)[CH:44]=1)C(NC1(C2C=CC=CC=2)CCC(=O)CC1)=O.C(N(CC)CC)C.C(=O)([O-])O.[Na+]. Product: [F:50][C:49]([C:47]1[CH:48]=[CH:43][CH:44]=[CH:45][C:46]=1[CH2:12][C:11]([NH2:19])=[O:13])([F:51])[F:52]. The catalyst class is: 576.